This data is from Catalyst prediction with 721,799 reactions and 888 catalyst types from USPTO. The task is: Predict which catalyst facilitates the given reaction. (1) Reactant: N1C=CC=CC=1.[C:7]([OH:12])(=[O:11])/[CH:8]=[CH:9]/[CH3:10].Cl[Si:14]([CH3:17])([CH3:16])[CH3:15]. Product: [CH3:15][Si:14]([O:11][C:7](=[O:12])/[CH:8]=[CH:9]/[CH3:10])([CH3:17])[CH3:16]. The catalyst class is: 28. (2) Reactant: C(OC([N:8]1[CH2:14][CH2:13][CH2:12][N:11]([C:15]2[CH:24]=[CH:23][CH:22]=[C:21]3[C:16]=2[CH:17]=[CH:18][C:19]([CH3:25])=[N:20]3)[CH2:10][CH2:9]1)=O)(C)(C)C. Product: [N:11]1([C:15]2[CH:24]=[CH:23][CH:22]=[C:21]3[C:16]=2[CH:17]=[CH:18][C:19]([CH3:25])=[N:20]3)[CH2:12][CH2:13][CH2:14][NH:8][CH2:9][CH2:10]1. The catalyst class is: 617. (3) Reactant: [Cl:1][C:2]1[C:7]([CH2:8][OH:9])=[CH:6][CH:5]=[C:4]([Cl:10])[N:3]=1.C1C=CC(N=NC2C=CC(N)=NC=2N)=CC=1.Cl.[Cr](Cl)([O-])(=O)=O.C(OCC)C. Product: [Cl:1][C:2]1[C:7]([CH:8]=[O:9])=[CH:6][CH:5]=[C:4]([Cl:10])[N:3]=1. The catalyst class is: 4. (4) Reactant: [CH2:1]([O:8][C:9]1[CH:10]=[C:11]([CH:28]=[CH:29][CH:30]=1)[CH2:12][N:13]1[CH2:18][CH2:17][N:16]([C:19]([NH:21][C:22]2[CH:23]=[N:24][CH:25]=[CH:26][CH:27]=2)=[O:20])[CH2:15][CH2:14]1)[C:2]1[CH:7]=[CH:6][CH:5]=[CH:4][CH:3]=1.[C:31]([OH:36])(=[O:35])[C:32]([OH:34])=[O:33]. Product: [C:31]([OH:36])(=[O:35])[C:32]([OH:34])=[O:33].[CH2:1]([O:8][C:9]1[CH:10]=[C:11]([CH:28]=[CH:29][CH:30]=1)[CH2:12][N:13]1[CH2:14][CH2:15][N:16]([C:19]([NH:21][C:22]2[CH:23]=[N:24][CH:25]=[CH:26][CH:27]=2)=[O:20])[CH2:17][CH2:18]1)[C:2]1[CH:3]=[CH:4][CH:5]=[CH:6][CH:7]=1. The catalyst class is: 8. (5) Reactant: [NH2:1][C@H:2]([C:13]1[CH:18]=[CH:17][CH:16]=[CH:15][CH:14]=1)[CH2:3][N:4]([CH3:12])[C:5](=[O:11])[C@H:6]([CH3:10])[CH2:7][CH:8]=[CH2:9].[C:19](O)(=[O:24])[CH2:20][CH2:21][CH:22]=[CH2:23]. Product: [CH3:12][N:4]([CH2:3][C@H:2]([NH:1][C:19](=[O:24])[CH2:20][CH2:21][CH:22]=[CH2:23])[C:13]1[CH:14]=[CH:15][CH:16]=[CH:17][CH:18]=1)[C:5](=[O:11])[C@H:6]([CH3:10])[CH2:7][CH:8]=[CH2:9]. The catalyst class is: 3. (6) Reactant: [Br:1][CH:2]1[C:10](=O)[C:6]2=[N:7][O:8][N:9]=[C:5]2[CH2:4][CH2:3]1.[NH2:12][C:13]([NH2:15])=[S:14]. Product: [BrH:1].[N:7]1[O:8][N:9]=[C:5]2[CH2:4][CH2:3][C:2]3[S:14][C:13]([NH2:15])=[N:12][C:10]=3[C:6]=12. The catalyst class is: 8.